This data is from Catalyst prediction with 721,799 reactions and 888 catalyst types from USPTO. The task is: Predict which catalyst facilitates the given reaction. (1) Reactant: [NH2:1][C:2]1[N:7]=[C:6](S(C)=O)[C:5]([C:11]#[N:12])=[C:4]([C:13]2[O:14][C:15]([CH3:18])=[CH:16][CH:17]=2)[N:3]=1.[CH3:19][C:20]1[C:21]([CH2:26][OH:27])=[N:22][CH:23]=[CH:24][CH:25]=1.C1CCN2C(=NCCC2)CC1. Product: [NH2:1][C:2]1[N:3]=[C:4]([C:13]2[O:14][C:15]([CH3:18])=[CH:16][CH:17]=2)[C:5]([C:11]#[N:12])=[C:6]([O:27][CH2:26][C:21]2[C:20]([CH3:19])=[CH:25][CH:24]=[CH:23][N:22]=2)[N:7]=1. The catalyst class is: 57. (2) Reactant: C([O:14][C:15]([C:17]1[CH:22]=[CH:21][CH:20]=[CH:19][C:18]=1[N:23]([C:58](=[O:69])[C:59]([O:61]CC1C=CC=CC=1)=[O:60])[C:24]1[CH:57]=[CH:56][C:27]([CH2:28][C@@H:29]([C:35]([NH:37][CH2:38][CH2:39][CH2:40][CH2:41][O:42][C:43]2[CH:52]=[C:51]([O:53][CH3:54])[CH:50]=[C:49]([OH:55])[C:44]=2[C:45]([O:47][CH3:48])=[O:46])=[O:36])[NH:30][C:31]([O:33][CH3:34])=[O:32])=[CH:26][CH:25]=1)=[O:16])(C1C=CC=CC=1)C1C=CC=CC=1. Product: [C:59]([C:58]([N:23]([C:18]1[CH:19]=[CH:20][CH:21]=[CH:22][C:17]=1[C:15]([OH:16])=[O:14])[C:24]1[CH:57]=[CH:56][C:27]([CH2:28][C@@H:29]([C:35]([NH:37][CH2:38][CH2:39][CH2:40][CH2:41][O:42][C:43]2[CH:52]=[C:51]([O:53][CH3:54])[CH:50]=[C:49]([OH:55])[C:44]=2[C:45]([O:47][CH3:48])=[O:46])=[O:36])[NH:30][C:31]([O:33][CH3:34])=[O:32])=[CH:26][CH:25]=1)=[O:69])([OH:61])=[O:60]. The catalyst class is: 19. (3) Reactant: C([S:8][C:9]1[CH:18]=[C:17]2[C:12]([C:13]([C:20]3[CH:25]=[C:24]([F:26])[C:23]([CH:27]([F:29])[F:28])=[CH:22][C:21]=3[O:30][CH3:31])=[N:14][C:15]([CH3:19])=[N:16]2)=[CH:11][CH:10]=1)C1C=CC=CC=1.CC(O)=O.[OH2:36].[Cl:37]N1C(C)(C)C(=O)N(Cl)C1=O.[OH2:48]. Product: [F:28][CH:27]([F:29])[C:23]1[C:24]([F:26])=[CH:25][C:20]([C:13]2[C:12]3[C:17](=[CH:18][C:9]([S:8]([Cl:37])(=[O:48])=[O:36])=[CH:10][CH:11]=3)[N:16]=[C:15]([CH3:19])[N:14]=2)=[C:21]([O:30][CH3:31])[CH:22]=1. The catalyst class is: 2. (4) Reactant: Br[C:2]1[N:6]2[CH2:7][CH2:8][N:9]([C:11]([O:13][C:14]([CH3:17])([CH3:16])[CH3:15])=[O:12])[CH2:10][C:5]2=[N:4][N:3]=1.[CH3:18][O-:19].[Na+]. Product: [C:14]([O:13][C:11]([N:9]1[CH2:8][CH2:7][N:6]2[C:2]([O:19][CH3:18])=[N:3][N:4]=[C:5]2[CH2:10]1)=[O:12])([CH3:17])([CH3:16])[CH3:15]. The catalyst class is: 125. (5) Reactant: Br[C:2]1[C:10]2[C:5](=[N:6][CH:7]=[CH:8][CH:9]=2)[S:4][CH:3]=1.[C:11]([Cu])#[N:12]. Product: [S:4]1[C:5]2=[N:6][CH:7]=[CH:8][CH:9]=[C:10]2[C:2]([C:11]#[N:12])=[CH:3]1. The catalyst class is: 128. (6) Reactant: [N:1]1([C:10]([O:12][CH2:13][C:14]2[CH:19]=[CH:18][CH:17]=[CH:16][CH:15]=2)=[O:11])[CH2:9][C@H:7]([OH:8])[CH2:6][C@H:2]1[C:3]([OH:5])=[O:4].C1CCN2C(=NCCC2)CC1.[Si:31](Cl)([C:34]([CH3:37])([CH3:36])[CH3:35])([CH3:33])[CH3:32]. Product: [CH2:13]([O:12][C:10]([N:1]1[CH2:9][CH:7]([O:8][Si:31]([C:34]([CH3:37])([CH3:36])[CH3:35])([CH3:33])[CH3:32])[CH2:6][CH:2]1[C:3]([OH:5])=[O:4])=[O:11])[C:14]1[CH:19]=[CH:18][CH:17]=[CH:16][CH:15]=1. The catalyst class is: 3. (7) Reactant: [C:1]([Cl:5])(Cl)(Cl)[Cl:2].[Cl:6][C:7]1[CH:12]=[CH:11][C:10]([C:13](=O)[C:14]([O:16][CH2:17][CH3:18])=[O:15])=[C:9]([F:20])[CH:8]=1.C1(P(C2C=CC=CC=2)C2C=CC=CC=2)C=CC=CC=1.O. Product: [Cl:2][C:1]([Cl:5])=[C:13]([C:10]1[CH:11]=[CH:12][C:7]([Cl:6])=[CH:8][C:9]=1[F:20])[C:14]([O:16][CH2:17][CH3:18])=[O:15]. The catalyst class is: 4. (8) Reactant: S(Cl)(Cl)=O.CO.[CH3:7][O:8][C:9]1[CH:15]=[CH:14][CH:13]=[C:11]([OH:12])[C:10]=1[OH:16].C1(Cl)C(Cl)=C(Cl)C(=O)C(=O)C=1Cl. Product: [CH3:7][O:8][C:9]1[C:10](=[O:16])[C:11](=[O:12])[CH:13]=[CH:14][CH:15]=1. The catalyst class is: 28. (9) Reactant: [NH2:1][C:2]1[CH:7]=[CH:6][C:5]([F:8])=[CH:4][C:3]=1[NH:9][C@H:10]1[CH2:15][CH2:14][C@H:13]([C:16]#[N:17])[CH2:12][CH2:11]1.[C:18]([O:22][C:23]([NH:25][C@@H:26]([CH3:30])[C:27](O)=[O:28])=[O:24])([CH3:21])([CH3:20])[CH3:19].C1C=NC2N(O)N=NC=2C=1.CN1CCOCC1.Cl.CN(C)CCCN=C=NCC. Product: [C:18]([O:22][C:23](=[O:24])[NH:25][C@H:26]([C:27](=[O:28])[NH:1][C:2]1[CH:7]=[CH:6][C:5]([F:8])=[CH:4][C:3]=1[NH:9][C@H:10]1[CH2:11][CH2:12][C@H:13]([C:16]#[N:17])[CH2:14][CH2:15]1)[CH3:30])([CH3:19])([CH3:20])[CH3:21]. The catalyst class is: 1.